From a dataset of Experimentally validated miRNA-target interactions with 360,000+ pairs, plus equal number of negative samples. Binary Classification. Given a miRNA mature sequence and a target amino acid sequence, predict their likelihood of interaction. The miRNA is hsa-miR-139-5p with sequence UCUACAGUGCACGUGUCUCCAGU. Result: 0 (no interaction). The protein sequence of the target gene is MTLAAYKEKMKELPLVSLFCSCFLADPLNKSSYKYEADTVDLNWCVISDMEVIELNKCTSGQSFEVILKPPSFDGVPEFNASLPRRRDPSLEEIQKKLEAAEERRKYQEAELLKHLAEKREHEREVIQKAIEENNNFIKMAKEKLAQKMESNKENREAHLAAMLERLQEKDKHAEEVRKNKELKEEASR.